Dataset: Drug-target binding data from BindingDB using IC50 measurements. Task: Regression. Given a target protein amino acid sequence and a drug SMILES string, predict the binding affinity score between them. We predict pIC50 (pIC50 = -log10(IC50 in M); higher means more potent). Dataset: bindingdb_ic50. (1) The small molecule is CCNC(=S)N/N=C\c1ccc(-c2ccc(C(=O)O)c(Cl)c2)o1. The target protein sequence is FANLRKVLISDSLDPCCRKILQDGGLQVVEKQNLSKEELIAELQDCEGLIVRSATKVTADVINAAEKLQVVGRAGTGVDNVDLEAATRKGILVMNTPNGNSLSAAELTCGMIMCLARQIPQATASMKDGKWERKKFMGTELNGKTLGILGLGRIGREVATRMQSFGMKTIGYDPIISPEVSASFGVQQLPLEEIWPLCDFITVHTPLLPSTTGLLNDNTFAQCKKGVRVVNCARGGIVDEGALLRALQSGQCAGAALDVFTEEPPRDRALVDHENVISCPHLGASTKEAQSRCGEEIAVQFVDMVKGKSLTG. The pIC50 is 4.5. (2) The drug is COC(=O)N[C@H](C(=O)N1CCC[C@H]1c1nc(C#CC#Cc2ccc(-c3c[nH]c([C@@H]4CCCN4C(=O)[C@@H](NC(=O)OC)C(C)C)n3)cc2)c[nH]1)C(C)C. The target protein sequence is SGSWLRDVWDWICTVLTDFKTWLQSKLLPRLPGVPFFSCQRGYKGVWRGDGIMQTTCPCGAQITGHVKNGSMRIVGPRTCSNTWHGTFPINAYTTGPCTPSPAPNYSRALWRVAAEEYVEVTRVGDFHYVTGMTTDNVKCPCQVPAPEFFTEVDGVRLHRYAPACKPLLREEVTFLVGLNQYLVGSQLPCEPEPDVAVLTSMLTDPSHITAETAKRRLARGSPPSLASSSASQLSAPSLKATCTTRHDSPDADLIEANLLWRQEMGGNITRVESENKVVILDSFEPLQAEEDEREVSVPAEILRRSRKFPRAMPIWARPDYNPPLLESWKDPDYVPPVVHGCPLPPAKAPPIPPPRRKRTVVLSESTVSSALAELATKTFGSSESSAVDSGTATASPDQPSDDGDAGSDVESYSSMPPLEGEPGDPDLSDGSWSTVSEEASEDVVCC. The pIC50 is 10.0. (3) The compound is COc1cc(Cc2cnc(N)nc2N)cc(C#CCCCC(=O)O)c1OC. The target protein (P16184) has sequence MNQQKSLTLIVALTTSYGIGRSNSLPWKLKKEISYFKRVTSFVPTFDSFESMNVVLMGRKTWESIPLQFRPLKGRINVVITRNESLDLGNGIHSAKSLDHALELLYRTYGSESSVQINRIFVIGGAQLYKAAMDHPKLDRIMATIIYKDIHCDVFFPLKFRDKEWSSVWKKEKHSDLESWVGTKVPHGKINEDGFDYEFEMWTRDL. The pIC50 is 9.0.